From a dataset of Catalyst prediction with 721,799 reactions and 888 catalyst types from USPTO. Predict which catalyst facilitates the given reaction. (1) Reactant: O1CCCCC1[O:7][CH2:8][CH2:9][CH2:10][P:11](=[O:28])([O:20][CH2:21][C:22]1[CH:27]=[CH:26][CH:25]=[CH:24][CH:23]=1)[O:12][CH2:13][C:14]1[CH:19]=[CH:18][CH:17]=[CH:16][CH:15]=1.C1(C)C=CC(S([O-])(=O)=O)=CC=1.[NH+]1C=CC=CC=1. Product: [OH:7][CH2:8][CH2:9][CH2:10][P:11](=[O:28])([O:12][CH2:13][C:14]1[CH:19]=[CH:18][CH:17]=[CH:16][CH:15]=1)[O:20][CH2:21][C:22]1[CH:27]=[CH:26][CH:25]=[CH:24][CH:23]=1. The catalyst class is: 14. (2) Reactant: [CH:1]1([CH2:4][CH2:5][NH:6][C:7]([C:9]2[CH:10]=[CH:11][C:12]([C:15]3[CH2:16][CH2:17][N:18]([C:21](=[O:32])[C:22]4[CH:27]=[CH:26][CH:25]=[CH:24][C:23]=4[C:28]([F:31])([F:30])[F:29])[CH2:19][CH:20]=3)=[N:13][CH:14]=2)=[O:8])[CH2:3][CH2:2]1. Product: [CH:1]1([CH2:4][CH2:5][NH:6][C:7]([C:9]2[CH:10]=[CH:11][C:12]([CH:15]3[CH2:20][CH2:19][N:18]([C:21](=[O:32])[C:22]4[CH:27]=[CH:26][CH:25]=[CH:24][C:23]=4[C:28]([F:31])([F:29])[F:30])[CH2:17][CH2:16]3)=[N:13][CH:14]=2)=[O:8])[CH2:3][CH2:2]1. The catalyst class is: 19. (3) The catalyst class is: 31. Reactant: F[C:2](F)(F)[C:3]([O-:5])=[O:4].FC(F)(F)C([O-])=O.[C:15]([C:18]1[CH:19]=[CH:20][C:21]2[C:22]([CH:44]3[CH2:49][CH2:48][CH2:47][CH2:46][CH2:45]3)=[C:23]3[C:30]4[CH:31]=[CH:32][CH:33]=[CH:34][C:29]=4[O:28][CH2:27][C@H:26]([NH+:35]([CH3:41])[CH2:36][CH2:37][NH+:38]([CH3:40])[CH3:39])[CH2:25][N:24]3[C:42]=2[CH:43]=1)([OH:17])=O.[NH2:50][C:51]1([C:56]([NH:58][C:59]2[CH:64]=[CH:63][C:62](/[CH:65]=C/C(OC)=O)=[CH:61][CH:60]=2)=[O:57])[CH2:55][CH2:54][CH2:53][CH2:52]1.CCN(C(C)C)C(C)C.CN(C(ON1N=NC2C=CC=NC1=2)=[N+](C)C)C.F[P-](F)(F)(F)(F)F.O.[OH-].[Li+]. Product: [CH:44]1([C:22]2[C:21]3[CH:20]=[CH:19][C:18]([C:15]([NH:50][C:51]4([C:56]([NH:58][C:59]5[CH:64]=[CH:63][C:62](/[CH:65]=[CH:2]/[C:3]([OH:5])=[O:4])=[CH:61][CH:60]=5)=[O:57])[CH2:55][CH2:54][CH2:53][CH2:52]4)=[O:17])=[CH:43][C:42]=3[N:24]3[C:23]=2[C:30]2[CH:31]=[CH:32][CH:33]=[CH:34][C:29]=2[O:28][CH2:27][C@H:26]([N:35]([CH2:36][CH2:37][N:38]([CH3:39])[CH3:40])[CH3:41])[CH2:25]3)[CH2:49][CH2:48][CH2:47][CH2:46][CH2:45]1. (4) The catalyst class is: 4. Product: [Br:12][C:13]1[CH:14]=[CH:15][C:16]([Cl:22])=[C:17]([C:18]([C:2]2[CH:1]=[CH:17][C:21]([O:10][CH3:9])=[CH:13][CH:14]=2)=[O:20])[CH:21]=1. Reactant: [C:1](Cl)(=O)[C:2](Cl)=O.CN(C)[CH:9]=[O:10].[Br:12][C:13]1[CH:14]=[CH:15][C:16]([Cl:22])=[C:17]([CH:21]=1)[C:18]([OH:20])=O. (5) Reactant: [Cl:1][C:2]1[C:3]([N+]([O-])=O)=[C:4]([C:8]2[N:12]([CH2:13][CH:14]([OH:17])[CH2:15][OH:16])[C:11]3[CH:18]=[CH:19][CH:20]=[CH:21][C:10]=3[N:9]=2)[CH:5]=[CH:6][CH:7]=1.[H-].[Na+]. Product: [Cl:1][C:2]1[C:3]2[O:17][CH:14]([CH2:15][OH:16])[CH2:13][N:12]3[C:8](=[N:9][C:10]4[CH:21]=[CH:20][CH:19]=[CH:18][C:11]=43)[C:4]=2[CH:5]=[CH:6][CH:7]=1. The catalyst class is: 3. (6) Reactant: [CH2:1]([O:3][C:4]([C:6]1[N:7]=[C:8](Br)[C:9]2[N:10]([CH3:20])[C:11]3[C:16]([C:17]=2[C:18]=1[OH:19])=[CH:15][CH:14]=[CH:13][CH:12]=3)=[O:5])[CH3:2].[C:22]([Cu])#[N:23].[OH-].[NH4+].Cl. Product: [CH2:1]([O:3][C:4]([C:6]1[N:7]=[C:8]([C:22]#[N:23])[C:9]2[N:10]([CH3:20])[C:11]3[C:16]([C:17]=2[C:18]=1[OH:19])=[CH:15][CH:14]=[CH:13][CH:12]=3)=[O:5])[CH3:2]. The catalyst class is: 296.